This data is from Peptide-MHC class II binding affinity with 134,281 pairs from IEDB. The task is: Regression. Given a peptide amino acid sequence and an MHC pseudo amino acid sequence, predict their binding affinity value. This is MHC class II binding data. (1) The peptide sequence is SEQGEFKLLSEEKVP. The binding affinity (normalized) is 0.412. The MHC is DRB3_0202 with pseudo-sequence DRB3_0202. (2) The peptide sequence is ANKIVYTVKVEPHTG. The MHC is DRB1_0301 with pseudo-sequence DRB1_0301. The binding affinity (normalized) is 0.332. (3) The peptide sequence is NSLLFIPDIKLAIDN. The MHC is DRB1_0701 with pseudo-sequence DRB1_0701. The binding affinity (normalized) is 0.613. (4) The peptide sequence is EKKLFAATQFEPLAA. The binding affinity (normalized) is 0.290. The MHC is HLA-DQA10501-DQB10301 with pseudo-sequence HLA-DQA10501-DQB10301. (5) The peptide sequence is TNDNNLYKLHGGHVS. The MHC is DRB3_0202 with pseudo-sequence DRB3_0202. The binding affinity (normalized) is 0.401. (6) The peptide sequence is WLDAKSTWYGKPTGA. The MHC is HLA-DQA10401-DQB10402 with pseudo-sequence HLA-DQA10401-DQB10402. The binding affinity (normalized) is 0.0348.